Dataset: Reaction yield outcomes from USPTO patents with 853,638 reactions. Task: Predict the reaction yield, written as a fraction of the theoretical maximum amount of product (1.0 means a 100% yield; for example, 0.34 means a 34% yield). (1) The reactants are [N:1]([CH:4]1[CH:9]([OH:10])[CH2:8][CH2:7][CH:6]([C:11]([O:13][CH2:14][CH3:15])=[O:12])[CH2:5]1)=[N+]=[N-]. The catalyst is [Pd].C(OCC)(=O)C. The product is [NH2:1][CH:4]1[CH:9]([OH:10])[CH2:8][CH2:7][CH:6]([C:11]([O:13][CH2:14][CH3:15])=[O:12])[CH2:5]1. The yield is 0.830. (2) The reactants are [C@@H:1]12[C:10](=[O:11])[O:9][C:7](=[O:8])[C@@H:2]1[CH2:3][CH2:4][CH2:5][CH2:6]2.[C@@H:12]1([NH2:22])[C:21]2[C:16](=[CH:17][CH:18]=[CH:19][CH:20]=2)[CH2:15][CH2:14][CH2:13]1.CCN(C(C)C)C(C)C. The catalyst is C(Cl)Cl. The product is [C@H:12]1([NH:22][C:7]([C@@H:2]2[CH2:3][CH2:4][CH2:5][CH2:6][C@@H:1]2[C:10]([OH:9])=[O:11])=[O:8])[C:21]2[C:16](=[CH:17][CH:18]=[CH:19][CH:20]=2)[CH2:15][CH2:14][CH2:13]1. The yield is 0.760. (3) The reactants are [CH2:1]([O:3][C:4]1[CH:17]=[C:16]2[C:7]([C:8]([C:19]3[CH:20]=[N:21][C:22]([N:25]4[CH:29]=[CH:28][CH:27]=[N:26]4)=[CH:23][CH:24]=3)=[N:9][C@H:10]3[C@@H:15]2[CH2:14][C@H:13]([OH:18])[CH2:12][CH2:11]3)=[CH:6][C:5]=1[O:30][CH3:31])[CH3:2].[C:32]([OH:39])(=[O:38])/[CH:33]=[CH:34]/[C:35]([OH:37])=[O:36]. The catalyst is CC(C)=O.C(O)(C)C. The product is [C:32]([OH:39])(=[O:38])/[CH:33]=[CH:34]/[C:35]([OH:37])=[O:36].[CH2:1]([O:3][C:4]1[CH:17]=[C:16]2[C:7]([C:8]([C:19]3[CH:20]=[N:21][C:22]([N:25]4[CH:29]=[CH:28][CH:27]=[N:26]4)=[CH:23][CH:24]=3)=[N:9][C@H:10]3[C@@H:15]2[CH2:14][C@H:13]([OH:18])[CH2:12][CH2:11]3)=[CH:6][C:5]=1[O:30][CH3:31])[CH3:2]. The yield is 0.290. (4) The reactants are ClC1C=CC=C(C(OO)=[O:9])C=1.[NH:12]1[C:16]2=[N:17][CH:18]=[CH:19][CH:20]=[C:15]2[CH:14]=[CH:13]1. The catalyst is C(OCC)(=O)C. The product is [NH:12]1[C:16]2=[N+:17]([O-:9])[CH:18]=[CH:19][CH:20]=[C:15]2[CH:14]=[CH:13]1. The yield is 0.850. (5) The reactants are C1COC2C=CC(NC3C(F)=CN=C(NC4C=CC=C(O)C=4)N=3)=CC=2O1.[NH2:27][C:28]1[CH:29]=[C:30]([CH:33]=[CH:34][CH:35]=1)[C:31]#[N:32].[Cl:36][C:37]1[N:42]=[C:41](Cl)[C:40]([F:44])=[CH:39][N:38]=1. No catalyst specified. The product is [Cl:36][C:37]1[N:42]=[C:41]([NH:27][C:28]2[CH:35]=[CH:34][CH:33]=[C:30]([C:31]#[N:32])[CH:29]=2)[C:40]([F:44])=[CH:39][N:38]=1. The yield is 0.860. (6) The reactants are Br[C:2]1[C:7](=[O:8])[N:6]([CH2:9][C:10]2[CH:15]=[CH:14][C:13]([C:16]3[C:17]([C:22]#[N:23])=[CH:18][CH:19]=[CH:20][CH:21]=3)=[CH:12][CH:11]=2)[C:5]([CH2:24][CH2:25][CH3:26])=[N:4][C:3]=1[CH2:27][CH3:28].[F:29][C:30]1[CH:35]=[CH:34][C:33]([F:36])=[CH:32][C:31]=1[OH:37].[OH-].[K+].CS(C)=O. The catalyst is C(OCC)(=O)C. The product is [F:29][C:30]1[CH:35]=[CH:34][C:33]([F:36])=[CH:32][C:31]=1[O:37][C:2]1[C:7](=[O:8])[N:6]([CH2:9][C:10]2[CH:15]=[CH:14][C:13]([C:16]3[C:17]([C:22]#[N:23])=[CH:18][CH:19]=[CH:20][CH:21]=3)=[CH:12][CH:11]=2)[C:5]([CH2:24][CH2:25][CH3:26])=[N:4][C:3]=1[CH2:27][CH3:28]. The yield is 0.520.